From a dataset of Catalyst prediction with 721,799 reactions and 888 catalyst types from USPTO. Predict which catalyst facilitates the given reaction. Reactant: [F:1][C:2]1[CH:7]=[C:6]([F:8])[CH:5]=[CH:4][C:3]=1[C:9]1[CH:14]=[C:13]([S:15]([CH3:18])(=[O:17])=[O:16])[CH:12]=[C:11]([C:19]([O:21]C(C)(C)C)=[O:20])[CH:10]=1.FC(F)(F)C(O)=O. Product: [F:1][C:2]1[CH:7]=[C:6]([F:8])[CH:5]=[CH:4][C:3]=1[C:9]1[CH:14]=[C:13]([S:15]([CH3:18])(=[O:16])=[O:17])[CH:12]=[C:11]([C:19]([OH:21])=[O:20])[CH:10]=1. The catalyst class is: 4.